From a dataset of Full USPTO retrosynthesis dataset with 1.9M reactions from patents (1976-2016). Predict the reactants needed to synthesize the given product. (1) Given the product [CH2:9]([C:16]1[C:24]2[C:19](=[CH:20][CH:21]=[CH:22][CH:23]=2)[N:18]([C@@H:34]2[O:35][C@H:30]([CH2:29][OH:28])[C@@H:31]([OH:45])[C@H:32]([OH:41])[C@H:33]2[OH:37])[CH:17]=1)[C:10]1[CH:11]=[CH:12][CH:13]=[CH:14][CH:15]=1, predict the reactants needed to synthesize it. The reactants are: N1C(C)=CC=CC=1C.[CH2:9]([C:16]1[C:24]2[C:19](=[CH:20][CH:21]=[CH:22][CH:23]=2)[NH:18][CH:17]=1)[C:10]1[CH:15]=[CH:14][CH:13]=[CH:12][CH:11]=1.CC([O:28][CH2:29][C@H:30]1[O:35][C@H:34](Br)[C@H:33]([O:37]C(C)=O)[C@@H:32]([O:41]C(C)=O)[C@@H:31]1[O:45]C(C)=O)=O. (2) Given the product [Cl:1][C:2]1[CH:3]=[CH:4][C:5]([N:16]2[CH:20]=[C:19]([Si:21]([CH3:23])([CH3:22])[CH3:24])[N:18]=[N:17]2)=[C:6]([C:8]2[C:13]([CH3:26])=[C:12]([O:14][CH3:15])[N:11]=[CH:10][N:9]=2)[CH:7]=1, predict the reactants needed to synthesize it. The reactants are: [Cl:1][C:2]1[CH:3]=[CH:4][C:5]([N:16]2[CH:20]=[C:19]([Si:21]([CH3:24])([CH3:23])[CH3:22])[N:18]=[N:17]2)=[C:6]([C:8]2[CH:13]=[C:12]([O:14][CH3:15])[N:11]=[CH:10][N:9]=2)[CH:7]=1.Cl[C:26]1C=CC(N)=C(C2C(C)=C(OC)N=CN=2)C=1. (3) The reactants are: [Cl:1][C:2]1[N:7]=[CH:6][C:5]([NH2:8])=[C:4]([NH:9][CH:10]2[CH2:15][CH2:14][O:13][CH2:12][CH2:11]2)[CH:3]=1.[CH:16](OC)(OC)OC. Given the product [Cl:1][C:2]1[N:7]=[CH:6][C:5]2[N:8]=[CH:16][N:9]([CH:10]3[CH2:15][CH2:14][O:13][CH2:12][CH2:11]3)[C:4]=2[CH:3]=1, predict the reactants needed to synthesize it. (4) Given the product [CH3:12][O:11][C:1]1[C:10]2[C:5](=[CH:6][CH:7]=[CH:8][CH:9]=2)[CH:4]=[CH:3][CH:2]=1, predict the reactants needed to synthesize it. The reactants are: [C:1]1([OH:11])[C:10]2[C:5](=[CH:6][CH:7]=[CH:8][CH:9]=2)[CH:4]=[CH:3][CH:2]=1.[CH2:12]1CCN2C(=NCCC2)CC1. (5) Given the product [C:44]([O:43][C:41]([N:9]1[CH2:8][CH:7]2[N:33]([C:34]([O:36][C:37]([CH3:40])([CH3:39])[CH3:38])=[O:35])[CH:11]([CH2:12][C:13]([C:14]3[CH:15]=[CH:16][C:17]([O:20][CH2:21][CH2:22][O:23][C:24]4[C:25]([Cl:32])=[CH:26][C:27]([CH3:31])=[CH:28][C:29]=4[Cl:30])=[CH:18][CH:19]=3)=[C:6]2[C:4]([OH:5])=[O:3])[CH2:10]1)=[O:42])([CH3:45])([CH3:46])[CH3:47], predict the reactants needed to synthesize it. The reactants are: C([O:3][C:4]([C:6]1[CH:7]2[N:33]([C:34]([O:36][C:37]([CH3:40])([CH3:39])[CH3:38])=[O:35])[CH:11]([CH2:12][C:13]=1[C:14]1[CH:19]=[CH:18][C:17]([O:20][CH2:21][CH2:22][O:23][C:24]3[C:29]([Cl:30])=[CH:28][C:27]([CH3:31])=[CH:26][C:25]=3[Cl:32])=[CH:16][CH:15]=1)[CH2:10][N:9]([C:41]([O:43][C:44]([CH3:47])([CH3:46])[CH3:45])=[O:42])[CH2:8]2)=[O:5])C.[OH-].[Na+]. (6) Given the product [CH3:17][C:15]1[CH:16]=[C:11]([C:8]2[S:7][C:6]([C:2]3([NH:1][C:34]([NH2:35])=[O:33])[CH2:3][CH2:4][CH2:5]3)=[N:10][CH:9]=2)[CH:12]=[C:13]([NH:18][C:19]2[N:24]=[C:23]([C:25]([F:27])([F:28])[F:26])[CH:22]=[CH:21][N:20]=2)[CH:14]=1, predict the reactants needed to synthesize it. The reactants are: [NH2:1][C:2]1([C:6]2[S:7][C:8]([C:11]3[CH:12]=[C:13]([NH:18][C:19]4[N:24]=[C:23]([C:25]([F:28])([F:27])[F:26])[CH:22]=[CH:21][N:20]=4)[CH:14]=[C:15]([CH3:17])[CH:16]=3)=[CH:9][N:10]=2)[CH2:5][CH2:4][CH2:3]1.C(O)(=O)C.[O-:33][C:34]#[N:35].[K+]. (7) Given the product [F:15][C:14]([F:17])([F:16])[S:11]([O-:13])(=[O:12])=[O:10].[CH3:9][N+:8]1[CH2:7][CH2:6][CH2:5][S:4][C:3]=1[S:2][CH3:1], predict the reactants needed to synthesize it. The reactants are: [CH3:1][S:2][C:3]1[S:4][CH2:5][CH2:6][CH2:7][N:8]=1.[CH3:9][O:10][S:11]([C:14]([F:17])([F:16])[F:15])(=[O:13])=[O:12].CCOCC. (8) Given the product [C:25]([C:24]([O:30][CH2:31][N:15]1[C:14]([C:13]2[C:8]([NH:7][CH2:6][C:3]3[S:4][CH:5]=[CH:1][CH:2]=3)=[CH:9][C:10]([Cl:23])=[C:11]([S:19]([NH2:22])(=[O:21])=[O:20])[CH:12]=2)=[N:18][N:17]=[N:16]1)=[O:29])([CH3:28])([CH3:27])[CH3:26], predict the reactants needed to synthesize it. The reactants are: [CH:1]1[CH:2]=[C:3]([CH2:6][NH:7][C:8]2[C:13]([C:14]3[N:18]=[N:17][NH:16][N:15]=3)=[CH:12][C:11]([S:19]([NH2:22])(=[O:21])=[O:20])=[C:10]([Cl:23])[CH:9]=2)[S:4][CH:5]=1.[C:24]([O:30][CH2:31]Cl)(=[O:29])[C:25]([CH3:28])([CH3:27])[CH3:26].C(N(CC)CC)C.[I-].[Na+].